From a dataset of Catalyst prediction with 721,799 reactions and 888 catalyst types from USPTO. Predict which catalyst facilitates the given reaction. (1) Reactant: [F:1][CH:2]([F:4])I.C(=O)([O-])[O-].[K+].[K+].[OH:11][C:12]1[CH:21]=[CH:20][C:15]([C:16]([O:18][CH3:19])=[O:17])=[CH:14][C:13]=1[I:22]. Product: [F:1][CH:2]([F:4])[O:11][C:12]1[CH:21]=[CH:20][C:15]([C:16]([O:18][CH3:19])=[O:17])=[CH:14][C:13]=1[I:22]. The catalyst class is: 3. (2) Reactant: [CH3:1][O:2][C:3]1[CH:11]=[CH:10][C:9]([C:12]2[CH:17]=[C:16]([NH:18][CH2:19][CH2:20][C:21]3[CH:26]=[CH:25][C:24]([O:27][CH3:28])=[CH:23][CH:22]=3)[N:15]=[C:14]([O:29][CH3:30])[N:13]=2)=[CH:8][C:4]=1[CH:5]=[N:6]O.C1(P(C2C=CC=CC=2)C2C=CC=CC=2)C=CC=CC=1.ClN1C(=O)CCC1=O. Product: [CH3:1][O:2][C:3]1[CH:11]=[CH:10][C:9]([C:12]2[CH:17]=[C:16]([NH:18][CH2:19][CH2:20][C:21]3[CH:22]=[CH:23][C:24]([O:27][CH3:28])=[CH:25][CH:26]=3)[N:15]=[C:14]([O:29][CH3:30])[N:13]=2)=[CH:8][C:4]=1[C:5]#[N:6]. The catalyst class is: 2.